From a dataset of Catalyst prediction with 721,799 reactions and 888 catalyst types from USPTO. Predict which catalyst facilitates the given reaction. (1) Reactant: Br[CH2:2][C:3]1[CH:8]=[CH:7][C:6]([C:9]2[CH:13]=[C:12]([C:14]([NH2:16])=[O:15])[O:11][N:10]=2)=[CH:5][CH:4]=1.[CH3:17][C:18]1[C:19](=[O:24])[NH:20][CH:21]=[CH:22][CH:23]=1.C([O-])([O-])=O.[K+].[K+]. Product: [CH3:17][C:18]1[C:19]([O:24][CH2:2][C:3]2[CH:8]=[CH:7][C:6]([C:9]3[CH:13]=[C:12]([C:14]([NH2:16])=[O:15])[O:11][N:10]=3)=[CH:5][CH:4]=2)=[N:20][CH:21]=[CH:22][CH:23]=1. The catalyst class is: 23. (2) Reactant: Br[C:2]1[CH:14]=[N:13][C:12]2[C:11]3[CH:10]=[C:9]([F:15])[C:8]([Cl:16])=[C:7]([F:17])[C:6]=3[N:5]([C@H:18]([C:25]3[CH:30]=[CH:29][CH:28]=[CH:27][CH:26]=3)[CH:19]3[CH2:24][CH2:23][O:22][CH2:21][CH2:20]3)[C:4]=2[CH:3]=1.C(N(CC)CC)C.[CH3:38][N:39]1[C:43]([Sn](CCCC)(CCCC)CCCC)=[C:42]([CH3:57])[N:41]=[N:40]1. Product: [Cl:16][C:8]1[C:9]([F:15])=[CH:10][C:11]2[C:12]3[N:13]=[CH:14][C:2]([C:43]4[N:39]([CH3:38])[N:40]=[N:41][C:42]=4[CH3:57])=[CH:3][C:4]=3[N:5]([C@H:18]([C:25]3[CH:26]=[CH:27][CH:28]=[CH:29][CH:30]=3)[CH:19]3[CH2:20][CH2:21][O:22][CH2:23][CH2:24]3)[C:6]=2[C:7]=1[F:17]. The catalyst class is: 555. (3) Reactant: Cl[C:2]1(Cl)[CH2:7][O:6][CH2:5][CH2:4][O:3]1.[CH3:9][C:10]1[CH:16]=[C:15]([N+:17]([O-:19])=[O:18])[CH:14]=[CH:13][C:11]=1[NH2:12]. Product: [N+:17]([C:15]1[CH:14]=[CH:13][C:11]([N:12]2[CH2:2][CH2:7][O:6][CH2:5][C:4]2=[O:3])=[C:10]([CH3:9])[CH:16]=1)([O-:19])=[O:18]. The catalyst class is: 1. (4) Reactant: [CH3:1][Mg]Br.[NH2:4][C:5]1[CH:10]=[C:9]([O:11][CH3:12])[C:8]([C:13](=[O:15])[CH3:14])=[C:7]([O:16][CH3:17])[CH:6]=1.[Cl-].[NH4+]. Product: [NH2:4][C:5]1[CH:6]=[C:7]([O:16][CH3:17])[C:8]([C:13]([OH:15])([CH3:1])[CH3:14])=[C:9]([O:11][CH3:12])[CH:10]=1. The catalyst class is: 30.